From a dataset of Forward reaction prediction with 1.9M reactions from USPTO patents (1976-2016). Predict the product of the given reaction. (1) Given the reactants [NH:1]1[C:10]2[C:5](=[CH:6][CH:7]=[CH:8][CH:9]=2)[NH:4][CH2:3][CH2:2]1.[CH3:11][O:12][C:13]1[CH:14]=[C:15]([CH:19]=[CH:20][C:21]=1[O:22][CH3:23])[C:16](Cl)=[O:17], predict the reaction product. The product is: [CH3:11][O:12][C:13]1[CH:14]=[C:15]([CH:19]=[CH:20][C:21]=1[O:22][CH3:23])[C:16]([N:1]1[C:10]2[C:5](=[CH:6][CH:7]=[CH:8][CH:9]=2)[NH:4][CH2:3][CH2:2]1)=[O:17]. (2) Given the reactants [C:1]1([S:7][CH2:8][CH2:9][CH2:10][CH2:11][OH:12])[CH:6]=[CH:5][CH:4]=[CH:3][CH:2]=1.I(C1C=CC=CC=1C(O)=O)(=O)=O, predict the reaction product. The product is: [C:1]1([S:7][CH2:8][CH2:9][CH2:10][CH:11]=[O:12])[CH:6]=[CH:5][CH:4]=[CH:3][CH:2]=1. (3) Given the reactants [CH:1]1([N:5]2[CH2:11][CH2:10][C:9]3[CH:12]=[CH:13][C:14]([C:16]([O:18]CC)=[O:17])=[CH:15][C:8]=3[CH2:7][CH2:6]2)[CH2:4][CH2:3][CH2:2]1.[OH-].[Na+].Cl, predict the reaction product. The product is: [CH:1]1([N:5]2[CH2:11][CH2:10][C:9]3[CH:12]=[CH:13][C:14]([C:16]([OH:18])=[O:17])=[CH:15][C:8]=3[CH2:7][CH2:6]2)[CH2:2][CH2:3][CH2:4]1. (4) Given the reactants Cl.Cl.[CH3:3][C@@H:4]1[CH2:8][CH2:7][CH2:6][N:5]1[CH2:9][CH2:10][C:11]1[CH:16]=[CH:15][C:14]([C:17]2[CH:18]=[C:19]3[C:24](=[CH:25][CH:26]=2)[CH2:23][NH:22][CH2:21][CH2:20]3)=[CH:13][CH:12]=1.C(N(CC)CC)C.[O:34]1[CH2:37][CH2:36][C:35]1=[O:38], predict the reaction product. The product is: [OH:38][CH2:35][CH2:36][C:37]([N:22]1[CH2:21][CH2:20][C:19]2[C:24](=[CH:25][CH:26]=[C:17]([C:14]3[CH:13]=[CH:12][C:11]([CH2:10][CH2:9][N:5]4[CH2:6][CH2:7][CH2:8][C@H:4]4[CH3:3])=[CH:16][CH:15]=3)[CH:18]=2)[CH2:23]1)=[O:34].